This data is from Full USPTO retrosynthesis dataset with 1.9M reactions from patents (1976-2016). The task is: Predict the reactants needed to synthesize the given product. (1) Given the product [CH2:13]([O:20][C:3]1[CH:4]=[C:5]([CH2:8][C:9]([OH:11])=[O:10])[CH:6]=[CH:7][C:2]=1[Cl:1])[C:14]1[CH:19]=[CH:18][CH:17]=[CH:16][CH:15]=1, predict the reactants needed to synthesize it. The reactants are: [Cl:1][C:2]1[CH:7]=[CH:6][C:5]([CH2:8][C:9]([OH:11])=[O:10])=[CH:4][C:3]=1F.[CH2:13]([OH:20])[C:14]1[CH:19]=[CH:18][CH:17]=[CH:16][CH:15]=1. (2) Given the product [CH3:1][O:2][C:3](=[O:28])[CH2:4][C@H:5]1[C:21](=[O:22])[N:20]([CH2:23][C:24]([CH3:25])([CH3:27])[CH3:26])[CH2:19][C:8]2[C:9]3[CH:10]=[N:11][NH:12][C:13]=3[C:14]([CH:16]([CH3:18])[CH3:17])=[CH:15][C:7]=2[CH2:6]1, predict the reactants needed to synthesize it. The reactants are: [CH3:1][O:2][C:3](=[O:28])[CH2:4][C@H:5]1[C:21](=[O:22])[N:20]([CH2:23][C:24]([CH3:27])([CH3:26])[CH3:25])[CH2:19][C:8]2[C:9]3[CH:10]=[N:11][NH:12][C:13]=3[C:14]([C:16]([CH3:18])=[CH2:17])=[CH:15][C:7]=2[CH2:6]1.[H][H]. (3) Given the product [CH3:8][C:9]1[CH:14]=[C:13]([CH3:15])[CH:12]=[CH:11][C:10]=1[C:16]1[C:17]2[N:18]([C:22]([NH2:27])=[C:23]([CH2:25][CH3:26])[N:24]=2)[N:19]=[CH:20][CH:21]=1, predict the reactants needed to synthesize it. The reactants are: Cl.C(OCC)(=O)C.[CH3:8][C:9]1[CH:14]=[C:13]([CH3:15])[CH:12]=[CH:11][C:10]=1[C:16]1[C:17]2[N:18]([C:22]([NH:27]C(=O)OC(C)(C)C)=[C:23]([CH2:25][CH3:26])[N:24]=2)[N:19]=[CH:20][CH:21]=1.[OH-].[Na+]. (4) Given the product [F:45][C:42]1[CH:43]=[CH:44][C:39]([C:26]2[N:25]=[CH:24][N:23]([C:10]([C:17]3[CH:18]=[CH:19][CH:20]=[CH:21][CH:22]=3)([C:9]3[CH:28]=[CH:29][CH:6]=[CH:7][CH:8]=3)[C:11]3[CH:16]=[CH:15][CH:14]=[CH:13][CH:12]=3)[CH:27]=2)=[N:40][CH:41]=1, predict the reactants needed to synthesize it. The reactants are: C([Sn](CCCC)(CCCC)[C:6]1[CH:29]=[CH:28][C:9]([C:10]([N:23]2[CH:27]=[CH:26][N:25]=[CH:24]2)([C:17]2[CH:22]=[CH:21][CH:20]=[CH:19][CH:18]=2)[C:11]2[CH:16]=[CH:15][CH:14]=[CH:13][CH:12]=2)=[CH:8][CH:7]=1)CCC.Cl[C:39]1[CH:44]=[CH:43][C:42]([F:45])=[CH:41][N:40]=1. (5) Given the product [Cl:37][C:9]1[C:10]2[NH:14][C:13](=[O:15])[N:12]([CH2:16][C:17]3[CH:18]=[CH:19][C:20]([O:23][CH3:24])=[CH:21][CH:22]=3)[C:11]=2[C:6]([CH:3]([CH2:4][CH3:5])[CH2:1][CH3:2])=[CH:7][CH:8]=1, predict the reactants needed to synthesize it. The reactants are: [CH2:1]([CH:3]([C:6]1[C:11]2[N:12]([CH2:16][C:17]3[CH:22]=[CH:21][C:20]([O:23][CH3:24])=[CH:19][CH:18]=3)[C:13](=[O:15])[NH:14][C:10]=2[CH:9]=[CH:8][CH:7]=1)[CH2:4][CH3:5])[CH3:2].N(C(C)(C)C#N)=NC(C)(C)C#N.[Cl:37]N1C(=O)CCC1=O.C(=O)([O-])O.[Na+]. (6) Given the product [F:34][C:28]1[CH:27]=[CH:26][C:25]([CH2:24][C:23]([NH:22][C@H:21]([C:20]([NH:19][C@@H:3]2[C:2](=[O:1])[NH:8][C:7]3[CH:9]=[CH:10][CH:11]=[CH:12][C:6]=3[O:5][C@@H:4]2[C:13]2[CH:18]=[CH:17][CH:16]=[CH:15][CH:14]=2)=[O:33])[CH3:32])=[O:31])=[CH:30][CH:29]=1, predict the reactants needed to synthesize it. The reactants are: [O:1]=[C:2]1[NH:8][C:7]2[CH:9]=[CH:10][CH:11]=[CH:12][C:6]=2[O:5][C@H:4]([C:13]2[CH:18]=[CH:17][CH:16]=[CH:15][CH:14]=2)[C@@H:3]1[NH:19][C:20](=[O:33])[C@H:21]([CH3:32])[NH:22][C:23](=[O:31])[CH2:24][C:25]1[CH:30]=[CH:29][CH:28]=[CH:27][CH:26]=1.[F:34]C1C=CC(CC(O)=O)=CC=1. (7) Given the product [C:1]([C@H:5]1[CH2:10][CH2:9][C@H:8]([N:11]([C:28](=[O:41])[CH2:29][C:30]2[CH:35]=[CH:34][C:33]([O:36][C:37]([F:40])([F:39])[F:38])=[CH:32][CH:31]=2)[CH:12]2[C:20]3[C:15](=[CH:16][C:17]([C:21]([NH:44][C:45]4[NH:49][N:48]=[N:47][N:46]=4)=[O:22])=[CH:18][CH:19]=3)[CH2:14][CH2:13]2)[CH2:7][CH2:6]1)([CH3:4])([CH3:3])[CH3:2], predict the reactants needed to synthesize it. The reactants are: [C:1]([C@H:5]1[CH2:10][CH2:9][C@H:8]([N:11]([C:28](=[O:41])[CH2:29][C:30]2[CH:35]=[CH:34][C:33]([O:36][C:37]([F:40])([F:39])[F:38])=[CH:32][CH:31]=2)[CH:12]2[C:20]3[C:15](=[CH:16][C:17]([C:21](OCCCC)=[O:22])=[CH:18][CH:19]=3)[CH2:14][CH2:13]2)[CH2:7][CH2:6]1)([CH3:4])([CH3:3])[CH3:2].[Li+].[OH-].[NH2:44][C:45]1[NH:49][N:48]=[N:47][N:46]=1.